This data is from Forward reaction prediction with 1.9M reactions from USPTO patents (1976-2016). The task is: Predict the product of the given reaction. Given the reactants N#N.[CH2:3]([O:10][C:11]1[CH:16]=[CH:15][C:14]([C@H:17]2[N:20]([C:21]3[CH:26]=[CH:25][C:24]([F:27])=[CH:23][CH:22]=3)[C:19](=[O:28])[C@@H:18]2[CH2:29][CH2:30][C:31]([C:33]2[CH:38]=[CH:37][C:36]([F:39])=[CH:35][CH:34]=2)=[O:32])=[CH:13][CH:12]=1)[C:4]1[CH:9]=[CH:8][CH:7]=[CH:6][CH:5]=1.B1(C)OC(C2C=CC=CC=2)(C2C=CC=CC=2)[C@@H]2N1CCC2.Cl, predict the reaction product. The product is: [CH2:3]([O:10][C:11]1[CH:12]=[CH:13][C:14]([C@H:17]2[N:20]([C:21]3[CH:26]=[CH:25][C:24]([F:27])=[CH:23][CH:22]=3)[C:19](=[O:28])[C@@H:18]2[CH2:29][CH2:30][C@@H:31]([C:33]2[CH:38]=[CH:37][C:36]([F:39])=[CH:35][CH:34]=2)[OH:32])=[CH:15][CH:16]=1)[C:4]1[CH:5]=[CH:6][CH:7]=[CH:8][CH:9]=1.